This data is from Forward reaction prediction with 1.9M reactions from USPTO patents (1976-2016). The task is: Predict the product of the given reaction. (1) Given the reactants [CH2:1]([O:3][C:4](=[O:28])[CH2:5][C:6]1[CH:11]=[CH:10][C:9]([C:12]#[C:13][C:14]2[CH:23]=[CH:22][C:21]3[C:20](=O)[CH2:19][CH2:18][C:17]([CH3:26])([CH3:25])[C:16]=3[CH:15]=2)=[CH:8][C:7]=1[F:27])[CH3:2].ClCCl.[CH:32]1([NH2:35])[CH2:34][CH2:33]1.C([BH3-])#N.[Na+], predict the reaction product. The product is: [CH2:1]([O:3][C:4](=[O:28])[CH2:5][C:6]1[CH:11]=[CH:10][C:9]([C:12]#[C:13][C:14]2[CH:23]=[CH:22][C:21]3[CH:20]([NH:35][CH:32]4[CH2:34][CH2:33]4)[CH2:19][CH2:18][C:17]([CH3:26])([CH3:25])[C:16]=3[CH:15]=2)=[CH:8][C:7]=1[F:27])[CH3:2]. (2) The product is: [F:27][C:20]1[CH:19]=[C:18](/[CH:17]=[C:13]2/[C:14](=[O:16])[N:15]3[CH:2]=[C:1]([C:4]4[CH:9]=[CH:8][CH:7]=[CH:6][CH:5]=4)[N:10]=[C:11]3[S:12]/2)[CH:23]=[C:22]([O:24][CH3:25])[C:21]=1[OH:26]. Given the reactants [C:1]([C:4]1[CH:9]=[CH:8][CH:7]=[CH:6][CH:5]=1)(=O)[CH3:2].[NH2:10][C:11]1[S:12]/[C:13](=[CH:17]\[C:18]2[CH:23]=[C:22]([O:24][CH3:25])[C:21]([OH:26])=[C:20]([F:27])[CH:19]=2)/[C:14](=[O:16])[N:15]=1, predict the reaction product. (3) Given the reactants [NH2:1][CH:2]([CH3:9])[CH2:3][NH:4][S:5]([CH3:8])(=[O:7])=[O:6].[Cl:10][C:11]1[N:16]=[C:15](Cl)[C:14]([Cl:18])=[CH:13][N:12]=1.CCN(CC)CC, predict the reaction product. The product is: [Cl:10][C:11]1[N:16]=[C:15]([NH:1][CH:2]([CH3:9])[CH2:3][NH:4][S:5]([CH3:8])(=[O:7])=[O:6])[C:14]([Cl:18])=[CH:13][N:12]=1. (4) Given the reactants [C:1]([O:5][C:6](=[O:24])[CH2:7][CH2:8][N:9]([C:13]1[CH:18]=[CH:17][C:16]([C:19]([F:22])([F:21])[F:20])=[C:15]([Cl:23])[CH:14]=1)[CH2:10][CH:11]=O)([CH3:4])([CH3:3])[CH3:2].[CH3:25][O:26][C:27](=[O:43])[C@@H:28]([NH2:42])[CH2:29][CH2:30][C:31]([N:33]1[CH2:40][CH2:39][C:36]2([CH2:38][CH2:37]2)[C@H:35]([OH:41])[CH2:34]1)=[O:32], predict the reaction product. The product is: [ClH:23].[CH3:25][O:26][C:27](=[O:43])[C@@H:28]([NH:42][CH2:11][CH2:10][N:9]([CH2:8][CH2:7][C:6]([O:5][C:1]([CH3:2])([CH3:4])[CH3:3])=[O:24])[C:13]1[CH:18]=[CH:17][C:16]([C:19]([F:20])([F:22])[F:21])=[C:15]([Cl:23])[CH:14]=1)[CH2:29][CH2:30][C:31]([N:33]1[CH2:40][CH2:39][C:36]2([CH2:37][CH2:38]2)[C@H:35]([OH:41])[CH2:34]1)=[O:32].